This data is from Full USPTO retrosynthesis dataset with 1.9M reactions from patents (1976-2016). The task is: Predict the reactants needed to synthesize the given product. (1) Given the product [Cl:1][C:2]1[CH:10]=[C:9]2[C:5]([CH:6]=[CH:7][N:8]2[S:11]([C:14]2[CH:19]=[CH:18][C:17]([O:20][CH3:21])=[C:16]([N:22]3[CH2:23][CH2:24][N:25]([CH3:28])[CH2:26][CH2:27]3)[CH:15]=2)(=[O:13])=[O:12])=[CH:4][CH:3]=1, predict the reactants needed to synthesize it. The reactants are: [Cl:1][C:2]1[CH:10]=[C:9]2[C:5]([CH:6]=[CH:7][N:8]2[S:11]([C:14]2[CH:19]=[CH:18][C:17]([O:20][CH3:21])=[C:16]([N:22]3[CH2:27][CH2:26][NH:25][CH2:24][CH2:23]3)[CH:15]=2)(=[O:13])=[O:12])=[CH:4][CH:3]=1.[C:28]([BH3-])#N.[Na+].C=O. (2) Given the product [OH:8][CH2:9][CH2:10][N:11]([CH:38]([CH3:40])[CH3:39])[C:12]([C:14]1[NH:15][C:16]([CH2:29][C:30]2[C:31]([Cl:37])=[CH:32][CH:33]=[CH:34][C:35]=2[Cl:36])=[N:17][C:18](=[O:28])[C:19]=1[O:20][CH2:21][C:22]1[CH:23]=[CH:24][CH:25]=[CH:26][CH:27]=1)=[O:13], predict the reactants needed to synthesize it. The reactants are: [Si]([O:8][CH2:9][CH2:10][N:11]([CH:38]([CH3:40])[CH3:39])[C:12]([C:14]1[NH:15][C:16]([CH2:29][C:30]2[C:35]([Cl:36])=[CH:34][CH:33]=[CH:32][C:31]=2[Cl:37])=[N:17][C:18](=[O:28])[C:19]=1[O:20][CH2:21][C:22]1[CH:27]=[CH:26][CH:25]=[CH:24][CH:23]=1)=[O:13])(C(C)(C)C)(C)C.Cl. (3) Given the product [C:19]([O:18][C:16]([N:23]1[CH2:29][CH2:28][CH2:27][C@H:24]1[CH2:25][O:1][C:2]1[CH:11]=[CH:10][C:5]([C:6]([O:8][CH3:9])=[O:7])=[CH:4][C:3]=1[C:12]([O:14][CH3:15])=[O:13])=[O:17])([CH3:22])([CH3:20])[CH3:21], predict the reactants needed to synthesize it. The reactants are: [OH:1][C:2]1[CH:11]=[CH:10][C:5]([C:6]([O:8][CH3:9])=[O:7])=[CH:4][C:3]=1[C:12]([O:14][CH3:15])=[O:13].[C:16]([N:23]1[CH2:29][CH2:28][CH2:27][C@H:24]1[CH2:25]O)([O:18][C:19]([CH3:22])([CH3:21])[CH3:20])=[O:17].C1C=CC(P(C2C=CC=CC=2)C2C=CC=CC=2)=CC=1.CC(OC(/N=N/C(OC(C)C)=O)=O)C. (4) The reactants are: [NH2:1][C:2]1[CH:11]=[C:10]2[C:5]([CH:6]([CH2:12][CH2:13][CH2:14][CH3:15])[O:7][C:8]2=[O:9])=[CH:4][CH:3]=1.[C:16](O[C:16](=[O:21])[CH2:17][CH2:18][CH2:19][CH3:20])(=[O:21])[CH2:17][CH2:18][CH2:19][CH3:20]. Given the product [CH2:12]([CH:6]1[C:5]2[C:10](=[CH:11][C:2]([NH:1][C:16](=[O:21])[CH2:17][CH2:18][CH2:19][CH3:20])=[CH:3][CH:4]=2)[C:8](=[O:9])[O:7]1)[CH2:13][CH2:14][CH3:15], predict the reactants needed to synthesize it.